This data is from Reaction yield outcomes from USPTO patents with 853,638 reactions. The task is: Predict the reaction yield, written as a fraction of the theoretical maximum amount of product (1.0 means a 100% yield; for example, 0.34 means a 34% yield). (1) The reactants are [Br:1][CH2:2][C:3]1([CH2:7][OH:8])[CH2:6][O:5][CH2:4]1.[H-].[Na+].[CH3:11]I. The catalyst is O1CCCC1. The product is [Br:1][CH2:2][C:3]1([CH2:7][O:8][CH3:11])[CH2:6][O:5][CH2:4]1. The yield is 0.550. (2) The reactants are [OH:1][C@H:2]1[CH2:6][N:5]([C:7](=[O:15])[C:8]2[CH:13]=[CH:12][CH:11]=[C:10]([OH:14])[CH:9]=2)[C@H:4]([C:16]([NH:18][CH2:19][C:20]2[CH:25]=[CH:24][C:23]([C:26]3[S:30][CH:29]=[N:28][C:27]=3[CH3:31])=[CH:22][CH:21]=2)=[O:17])[CH2:3]1.C(=O)([O-])[O-].[K+].[K+].Br[CH2:39][CH2:40][O:41][CH3:42]. The catalyst is CN(C=O)C. The product is [OH:1][C@H:2]1[CH2:6][N:5]([C:7](=[O:15])[C:8]2[CH:13]=[CH:12][CH:11]=[C:10]([O:14][CH2:39][CH2:40][O:41][CH3:42])[CH:9]=2)[C@H:4]([C:16]([NH:18][CH2:19][C:20]2[CH:25]=[CH:24][C:23]([C:26]3[S:30][CH:29]=[N:28][C:27]=3[CH3:31])=[CH:22][CH:21]=2)=[O:17])[CH2:3]1. The yield is 0.660. (3) The reactants are [CH3:1][C:2]([CH3:22])([CH3:21])[CH2:3][N:4]([CH2:13][C:14]1[CH:19]=[CH:18][C:17](I)=[CH:16][CH:15]=1)[C:5]1[CH:10]=[CH:9][N:8]=[C:7]([C:11]#[N:12])[N:6]=1.[CH3:23][N:24]1[CH:28]=[CH:27][N:26]=[CH:25]1.C1(P(C2C=CC=CC=2)C2C=CC=CC=2)C=CC=CC=1.O. The catalyst is CN(C=O)C.CC([O-])=O.CC([O-])=O.[Pd+2]. The product is [CH3:1][C:2]([CH3:22])([CH3:21])[CH2:3][N:4]([CH2:13][C:14]1[CH:19]=[CH:18][C:17]([C:28]2[N:24]([CH3:23])[CH:25]=[N:26][CH:27]=2)=[CH:16][CH:15]=1)[C:5]1[CH:10]=[CH:9][N:8]=[C:7]([C:11]#[N:12])[N:6]=1. The yield is 0.590. (4) The reactants are C([O:5][C:6](=[O:20])/[CH:7]=[CH:8]/[C:9]1[CH:10]=[N:11][C:12]2[NH:13][C:14](=[O:19])[CH2:15][CH2:16][C:17]=2[CH:18]=1)(C)(C)C.[O:21]1CCOCC1.[OH-].[Na+].Cl. The catalyst is CO. The product is [NH2:13][C:12]1[N:11]=[CH:10][C:9](/[CH:8]=[CH:7]/[C:6]([OH:5])=[O:20])=[CH:18][C:17]=1[CH2:16][CH2:15][C:14]([OH:19])=[O:21]. The yield is 0.780.